This data is from Catalyst prediction with 721,799 reactions and 888 catalyst types from USPTO. The task is: Predict which catalyst facilitates the given reaction. (1) Reactant: [OH:1][C:2]1[CH:3]=[C:4]([CH:15]=[C:16]([O:18][C@H:19]2[CH2:23][CH2:22][N:21]([CH3:24])[C:20]2=[O:25])[CH:17]=1)[C:5]([NH:7][C:8]1[CH:13]=[N:12][C:11]([CH3:14])=[CH:10][N:9]=1)=[O:6].[N:26]1([C:30]([C:32]2[CH:33]=[N:34][C:35](Cl)=[C:36]([Cl:38])[CH:37]=2)=[O:31])[CH2:29][CH2:28][CH2:27]1.C(=O)([O-])[O-].[K+].[K+]. Product: [N:26]1([C:30]([C:32]2[CH:37]=[C:36]([Cl:38])[C:35]([O:1][C:2]3[CH:3]=[C:4]([CH:15]=[C:16]([O:18][C@H:19]4[CH2:23][CH2:22][N:21]([CH3:24])[C:20]4=[O:25])[CH:17]=3)[C:5]([NH:7][C:8]3[CH:13]=[N:12][C:11]([CH3:14])=[CH:10][N:9]=3)=[O:6])=[N:34][CH:33]=2)=[O:31])[CH2:29][CH2:28][CH2:27]1. The catalyst class is: 44. (2) Reactant: [F:1][C:2]1[C:55]([F:56])=[C:54]([O:57][CH3:58])[CH:53]=[CH:52][C:3]=1[CH2:4][C:5]1[C:6]([O:11][C@:12]2([O:42][C@H:41]([CH2:43][O:44][CH2:45][C:46]3[CH:51]=[CH:50][CH:49]=[CH:48][CH:47]=3)[C@@H:32]([O:33][CH2:34][C:35]3[CH:40]=[CH:39][CH:38]=[CH:37][CH:36]=3)[C@H:23]([O:24][CH2:25][C:26]3[CH:31]=[CH:30][CH:29]=[CH:28][CH:27]=3)[C@H:14]2[O:15][CH2:16][C:17]2[CH:22]=[CH:21][CH:20]=[CH:19][CH:18]=2)[OH:13])=[N:7][NH:8][C:9]=1[CH3:10].C([O-])([O-])=O.[Cs+].[Cs+].[CH:65](I)([CH3:67])[CH3:66].O. Product: [F:1][C:2]1[C:55]([F:56])=[C:54]([O:57][CH3:58])[CH:53]=[CH:52][C:3]=1[CH2:4][C:5]1[C:6]([O:11][C@:12]2([O:42][C@H:41]([CH2:43][O:44][CH2:45][C:46]3[CH:47]=[CH:48][CH:49]=[CH:50][CH:51]=3)[C@@H:32]([O:33][CH2:34][C:35]3[CH:40]=[CH:39][CH:38]=[CH:37][CH:36]=3)[C@H:23]([O:24][CH2:25][C:26]3[CH:27]=[CH:28][CH:29]=[CH:30][CH:31]=3)[C@H:14]2[O:15][CH2:16][C:17]2[CH:18]=[CH:19][CH:20]=[CH:21][CH:22]=2)[OH:13])=[N:7][N:8]([CH:65]([CH3:67])[CH3:66])[C:9]=1[CH3:10]. The catalyst class is: 3. (3) Reactant: [O:1]1[CH2:5][CH2:4]CC1.[CH:6](NC(C)C)(C)C.C([Li])CCC.CCCCCC.[Br:24][C:25]1[N:30]=[C:29]([CH3:31])[CH:28]=[CH:27][CH:26]=1. The catalyst class is: 283. Product: [Br:24][C:25]1[N:30]=[C:29]([CH2:31][C:5]([CH3:4])([OH:1])[CH3:6])[CH:28]=[CH:27][CH:26]=1. (4) Reactant: Cl[CH2:2][C:3]([N:5]1[C:13]2[C:8](=[CH:9][CH:10]=[CH:11][CH:12]=2)[CH2:7][CH2:6]1)=[O:4].[NH:14]1[CH2:19][CH2:18][O:17][CH:16]([CH2:20][OH:21])[CH2:15]1.C(N(CC)CC)C. Product: [OH:21][CH2:20][C@@H:16]1[CH2:15][N:14]([CH2:2][C:3]([N:5]2[C:13]3[C:8](=[CH:9][CH:10]=[CH:11][CH:12]=3)[CH2:7][CH2:6]2)=[O:4])[CH2:19][CH2:18][O:17]1. The catalyst class is: 10. (5) Reactant: ClC1C=CC=C(C(OO)=[O:9])C=1.[Cl:12][C:13]1[CH:18]=[C:17]([C:19]([F:22])([F:21])[F:20])[CH:16]=[C:15]([Cl:23])[C:14]=1[N:24]1[C:28]([N:29]([CH2:31][CH2:32][CH2:33][S:34][CH2:35][CH3:36])[CH3:30])=[C:27]([S:37]([C:40]([F:43])([F:42])[F:41])(=[O:39])=[O:38])[C:26]([C:44]#[N:45])=[N:25]1.C(=O)(O)[O-].[Na+].C(OCC)(=O)C. Product: [Cl:23][C:15]1[CH:16]=[C:17]([C:19]([F:22])([F:21])[F:20])[CH:18]=[C:13]([Cl:12])[C:14]=1[N:24]1[C:28]([N:29]([CH2:31][CH2:32][CH2:33][S:34]([CH2:35][CH3:36])=[O:9])[CH3:30])=[C:27]([S:37]([C:40]([F:43])([F:42])[F:41])(=[O:38])=[O:39])[C:26]([C:44]#[N:45])=[N:25]1. The catalyst class is: 26. (6) The catalyst class is: 274. Product: [C:18]([C:10]1[CH:11]=[C:12]([C:13]([O:15][CH2:16][CH3:17])=[O:14])[N:8]([C:5]2[CH:6]=[CH:7][C:2]([P:75]([CH2:76][CH3:77])([CH2:73][CH3:74])=[O:78])=[CH:3][CH:4]=2)[N:9]=1)([CH3:21])([CH3:20])[CH3:19]. Reactant: Br[C:2]1[CH:7]=[CH:6][C:5]([N:8]2[C:12]([C:13]([O:15][CH2:16][CH3:17])=[O:14])=[CH:11][C:10]([C:18]([CH3:21])([CH3:20])[CH3:19])=[N:9]2)=[CH:4][CH:3]=1.CC1(C)C2C(=C(P(C3C=CC=CC=3)C3C=CC=CC=3)C=CC=2)OC2C(P(C3C=CC=CC=3)C3C=CC=CC=3)=CC=CC1=2.[O-]P([O-])([O-])=O.[K+].[K+].[K+].O.[CH2:73]([PH:75](=[O:78])[CH2:76][CH3:77])[CH3:74].